This data is from CYP1A2 inhibition data for predicting drug metabolism from PubChem BioAssay. The task is: Regression/Classification. Given a drug SMILES string, predict its absorption, distribution, metabolism, or excretion properties. Task type varies by dataset: regression for continuous measurements (e.g., permeability, clearance, half-life) or binary classification for categorical outcomes (e.g., BBB penetration, CYP inhibition). Dataset: cyp1a2_veith. (1) The molecule is O=C1c2ccccc2C(=O)N1CCCSc1ccccc1. The result is 1 (inhibitor). (2) The molecule is Cn1cc(-c2nc3cnc(N4CCNCC4)nc3n(-c3ccccc3)c2=O)c2ccccc21. The result is 1 (inhibitor). (3) The drug is Cc1ccc(N=Nc2ccc(N)cc2C)c(S(N)(=O)=O)c1. The result is 1 (inhibitor). (4) The drug is Cc1noc(C)c1-c1cc(NCc2cccnc2)ncn1. The result is 1 (inhibitor). (5) The molecule is Cc1cc(NC(=O)c2ccc(S(=O)(=O)N(C)C)cc2)n(-c2ccccn2)n1. The result is 0 (non-inhibitor). (6) The molecule is CC(C)=CCC/C(C)=C/CO/N=C1/C[C@@H](O)[C@@H](O)[C@H]2[C@@H]1CC[C@@H]1C(=O)N(C[C@@H]3CCCO3)C(=O)[C@H]12. The result is 0 (non-inhibitor). (7) The compound is COc1ccc(N2CC(C(=O)Nc3cc(C)on3)CC2=O)cc1. The result is 0 (non-inhibitor). (8) The molecule is COC(=O)CCCC(=O)O. The result is 0 (non-inhibitor). (9) The molecule is CCOc1ccc(CSC(CC(=O)O)C(=O)O)cc1. The result is 0 (non-inhibitor). (10) The drug is Cc1nn(C)c(Oc2ccc(Cl)cc2)c1C(=O)Nc1ccc(F)cc1F. The result is 1 (inhibitor).